Dataset: Reaction yield outcomes from USPTO patents with 853,638 reactions. Task: Predict the reaction yield, written as a fraction of the theoretical maximum amount of product (1.0 means a 100% yield; for example, 0.34 means a 34% yield). (1) The reactants are [CH2:1]1[C:9]2[C:4](=[CH:5][CH:6]=[CH:7][CH:8]=2)[CH:3]=[CH:2]1.[Li:10]CCCC. The catalyst is CCCCCCC. The product is [CH:1]1([Li:10])[C:9]2[C:4](=[CH:5][CH:6]=[CH:7][CH:8]=2)[CH:3]=[CH:2]1. The yield is 0.990. (2) The reactants are [CH3:1][C:2]1[O:6][N:5]=[C:4]([C:7]2[CH:12]=[CH:11][N:10]=[CH:9][CH:8]=2)[C:3]=1[CH2:13][O:14][C:15]1[CH:23]=[CH:22][C:18]([C:19]([OH:21])=O)=[CH:17][N:16]=1.[NH2:24][CH:25]1[CH2:30][CH2:29][O:28][CH2:27][CH2:26]1. No catalyst specified. The product is [CH3:1][C:2]1[O:6][N:5]=[C:4]([C:7]2[CH:8]=[CH:9][N:10]=[CH:11][CH:12]=2)[C:3]=1[CH2:13][O:14][C:15]1[CH:23]=[CH:22][C:18]([C:19]([NH:24][CH:25]2[CH2:30][CH2:29][O:28][CH2:27][CH2:26]2)=[O:21])=[CH:17][N:16]=1. The yield is 0.700. (3) The reactants are [Br:1][C:2]1[C:3]([F:12])=[CH:4][C:5]2[S:9][C:8]([NH2:10])=[N:7][C:6]=2[CH:11]=1.[CH2:13]([N:15]=[C:16]=[O:17])[CH3:14]. The catalyst is O1CCOCC1. The product is [Br:1][C:2]1[C:3]([F:12])=[CH:4][C:5]2[S:9][C:8]([NH:10][C:16]([NH:15][CH2:13][CH3:14])=[O:17])=[N:7][C:6]=2[CH:11]=1. The yield is 0.690. (4) The reactants are C[O:2][C:3]1[CH:8]=[CH:7][C:6]([C:9]2[O:10][CH:11]=[CH:12][N:13]=2)=[CH:5][CH:4]=1.B(Br)(Br)Br. No catalyst specified. The product is [O:10]1[CH:11]=[CH:12][N:13]=[C:9]1[C:6]1[CH:7]=[CH:8][C:3]([OH:2])=[CH:4][CH:5]=1. The yield is 0.950. (5) The product is [F:46][C:2]([F:1])([F:47])[C:3]1[CH:4]=[C:5]([CH:43]=[CH:44][CH:45]=1)[CH2:6][NH:7][C:8]([C:10]1[CH:15]=[CH:14][N:13]=[C:12]([C:16]2[CH:21]=[C:20]([F:22])[CH:19]=[CH:18][C:17]=2[NH:23][C:24]([C:26]2[CH:27]=[C:28]([CH:40]=[CH:41][CH:42]=2)[CH2:29][S:30][CH2:31][CH2:32][C:33]([OH:35])=[O:34])=[O:25])[CH:11]=1)=[O:9]. The catalyst is ClCCl. The yield is 0.250. The reactants are [F:1][C:2]([F:47])([F:46])[C:3]1[CH:4]=[C:5]([CH:43]=[CH:44][CH:45]=1)[CH2:6][NH:7][C:8]([C:10]1[CH:15]=[CH:14][N:13]=[C:12]([C:16]2[CH:21]=[C:20]([F:22])[CH:19]=[CH:18][C:17]=2[NH:23][C:24]([C:26]2[CH:27]=[C:28]([CH:40]=[CH:41][CH:42]=2)[CH2:29][S:30][CH2:31][CH2:32][C:33]([O:35]C(C)(C)C)=[O:34])=[O:25])[CH:11]=1)=[O:9].FC(F)(F)C(O)=O. (6) The reactants are [O:1]=[C:2]([N:8]1[CH2:13][CH2:12][CH:11]([C:14]2[CH:19]=[CH:18][CH:17]=[CH:16][C:15]=2[C:20]([F:23])([F:22])[F:21])[CH2:10][CH2:9]1)[C:3]([O:5]CC)=[O:4].[OH-].[Na+].Cl. The catalyst is CO.C1COCC1.O. The product is [O:1]=[C:2]([N:8]1[CH2:13][CH2:12][CH:11]([C:14]2[CH:19]=[CH:18][CH:17]=[CH:16][C:15]=2[C:20]([F:23])([F:21])[F:22])[CH2:10][CH2:9]1)[C:3]([OH:5])=[O:4]. The yield is 0.200. (7) The reactants are [Cl:1][C:2]1[CH:3]=[C:4]2[C:8](=[CH:9][CH:10]=1)[N:7]([C:11]1[N:15]([CH3:16])[N:14]=[C:13]([CH3:17])[C:12]=1[CH2:18][O:19][CH2:20][CH:21](OCC)[O:22]CC)[CH:6]=[CH:5]2.Cl.O. The catalyst is O1CCCC1. The product is [Cl:1][C:2]1[CH:3]=[C:4]2[C:8](=[CH:9][CH:10]=1)[N:7]([C:11]1[N:15]([CH3:16])[N:14]=[C:13]([CH3:17])[C:12]=1[CH2:18][O:19][CH2:20][CH:21]=[O:22])[CH:6]=[CH:5]2. The yield is 0.770. (8) The reactants are [C:1]([O:5][C:6]([N:8]1[CH2:12][CH2:11][C@@H:10]([C:13]([OH:15])=O)[CH2:9]1)=[O:7])([CH3:4])([CH3:3])[CH3:2].Cl.[CH3:17][NH:18][O:19][CH3:20].C(N(CC)C(C)C)(C)C. The catalyst is ClCCl. The product is [CH3:20][O:19][N:18]([CH3:17])[C:13]([C@@H:10]1[CH2:11][CH2:12][N:8]([C:6]([O:5][C:1]([CH3:2])([CH3:3])[CH3:4])=[O:7])[CH2:9]1)=[O:15]. The yield is 1.00.